Dataset: Catalyst prediction with 721,799 reactions and 888 catalyst types from USPTO. Task: Predict which catalyst facilitates the given reaction. (1) Reactant: [OH:1][C@H:2]([CH3:24])[C@H:3]([NH:11][C:12](=[O:23])[CH2:13][N:14]1[CH2:17][C:16]2([CH2:21][CH2:20][CH2:19][NH:18]2)[C:15]1=[O:22])[C:4](=[O:10])[N:5]1[CH2:9][CH2:8][CH2:7][CH2:6]1.CC[N:27]=[C:28]=[N:29][CH2:30][CH2:31]CN(C)C.Cl.C1C=CC2N([OH:46])N=NC=2C=1.CC[N:49]([CH:53](C)C)C(C)C. Product: [OH:1][C@H:2]([CH3:24])[C@H:3]([NH:11][C:12](=[O:23])[CH2:13][N:14]1[CH2:17][C:16]2([CH2:21][CH2:20][CH2:19][N:18]2[C:31]([C:30]2[N:49]([CH3:53])[N:27]=[CH:28][N:29]=2)=[O:46])[C:15]1=[O:22])[C:4](=[O:10])[N:5]1[CH2:6][CH2:7][CH2:8][CH2:9]1. The catalyst class is: 2. (2) Reactant: [NH2:1][CH2:2][CH2:3][O:4][C:5]1[CH:10]=[CH:9][C:8]([C:11]2[N:16]=[C:15]([C:17]#[N:18])[C:14]3[N:19]=[N:20][N:21]([CH3:22])[C:13]=3[CH:12]=2)=[CH:7][C:6]=1[C:23]([F:26])([F:25])[F:24].CCN(C(C)C)C(C)C.[C:36](Cl)(=[O:38])[CH3:37]. Product: [C:17]([C:15]1[C:14]2[N:19]=[N:20][N:21]([CH3:22])[C:13]=2[CH:12]=[C:11]([C:8]2[CH:9]=[CH:10][C:5]([O:4][CH2:3][CH2:2][NH:1][C:36](=[O:38])[CH3:37])=[C:6]([C:23]([F:25])([F:24])[F:26])[CH:7]=2)[N:16]=1)#[N:18]. The catalyst class is: 76. (3) The catalyst class is: 5. Product: [CH3:14][C:11]([O:10][C:8]([N:5]1[CH2:6][CH2:7][C:2]([CH3:1])([C:15]([OH:17])=[O:16])[CH2:3][CH2:4]1)=[O:9])([CH3:12])[CH3:13]. Reactant: [CH3:1][C:2]1([C:15]([O:17]C)=[O:16])[CH2:7][CH2:6][N:5]([C:8]([O:10][C:11]([CH3:14])([CH3:13])[CH3:12])=[O:9])[CH2:4][CH2:3]1.[OH-].[Na+]. (4) Reactant: [C:1]([NH3+:5])([CH3:4])([CH3:3])[CH3:2].[C:6]12([CH2:16][O:17][C:18]([C:20]([F:25])([F:24])[S:21]([O-:23])=[O:22])=[O:19])[CH2:15][CH:10]3[CH2:11][CH:12]([CH2:14][CH:8]([CH2:9]3)[CH2:7]1)[CH2:13]2.ClC1C=C(C=CC=1)C(O)=[O:31]. Product: [C:1]([NH3+:5])([CH3:4])([CH3:3])[CH3:2].[C:6]12([CH2:16][O:17][C:18]([C:20]([F:25])([F:24])[S:21]([O-:31])(=[O:23])=[O:22])=[O:19])[CH2:15][CH:10]3[CH2:9][CH:8]([CH2:14][CH:12]([CH2:11]3)[CH2:13]1)[CH2:7]2. The catalyst class is: 22. (5) Reactant: CC(C)([O-])C.[Li+].[CH2:7]([N:14]([CH3:43])[C:15]1[C:20]([CH2:21][CH2:22][O:23][Si:24]([C:27]([CH3:30])([CH3:29])[CH3:28])([CH3:26])[CH3:25])=[CH:19][C:18]([NH:31][C:32](=[O:41])[O:33]CC2C=CC=CC=2)=[CH:17][C:16]=1[F:42])[C:8]1[CH:13]=[CH:12][CH:11]=[CH:10][CH:9]=1.Cl[CH2:45][C@@H:46](O)[CH2:47][NH:48][C:49](=[O:55])[O:50][C:51]([CH3:54])([CH3:53])[CH3:52].[NH4+].[Cl-]. Product: [CH2:7]([N:14]([CH3:43])[C:15]1[C:20]([CH2:21][CH2:22][O:23][Si:24]([C:27]([CH3:28])([CH3:30])[CH3:29])([CH3:25])[CH3:26])=[CH:19][C:18]([N:31]2[CH2:45][C@H:46]([CH2:47][NH:48][C:49](=[O:55])[O:50][C:51]([CH3:54])([CH3:53])[CH3:52])[O:33][C:32]2=[O:41])=[CH:17][C:16]=1[F:42])[C:8]1[CH:9]=[CH:10][CH:11]=[CH:12][CH:13]=1. The catalyst class is: 198.